The task is: Predict the reaction yield, written as a fraction of the theoretical maximum amount of product (1.0 means a 100% yield; for example, 0.34 means a 34% yield).. This data is from Reaction yield outcomes from USPTO patents with 853,638 reactions. The reactants are [Cl:1][C:2]1[CH:3]=[C:4]([OH:10])[CH:5]=[C:6]([O:8][CH3:9])[CH:7]=1.C(N(CC)CC)C.[CH3:18][S:19](Cl)(=[O:21])=[O:20]. The catalyst is ClCCl. The product is [CH3:18][S:19]([O:10][C:4]1[CH:5]=[C:6]([O:8][CH3:9])[CH:7]=[C:2]([Cl:1])[CH:3]=1)(=[O:21])=[O:20]. The yield is 0.970.